Dataset: Full USPTO retrosynthesis dataset with 1.9M reactions from patents (1976-2016). Task: Predict the reactants needed to synthesize the given product. Given the product [NH2:30][C:29]1[S:28][C:27]([C:44]2[CH:45]=[C:40]([Cl:39])[CH:41]=[CH:42][C:43]=2[Cl:46])=[N:26][C:25]=1[C:23]([NH:22][C:17]1[CH:18]=[N:19][N:20]([CH3:21])[C:16]=1[N:13]1[CH2:12][CH2:11][CH:10]([CH2:9][NH2:8])[CH2:15][CH2:14]1)=[O:24], predict the reactants needed to synthesize it. The reactants are: C(OC([NH:8][CH2:9][CH:10]1[CH2:15][CH2:14][N:13]([C:16]2[N:20]([CH3:21])[N:19]=[CH:18][C:17]=2[NH:22][C:23]([C:25]2[N:26]=[C:27](Br)[S:28][C:29]=2[NH:30]C(=O)OC(C)(C)C)=[O:24])[CH2:12][CH2:11]1)=O)CCC.[Cl:39][C:40]1[CH:45]=[CH:44][C:43]([Cl:46])=[CH:42][C:41]=1B(O)O.